Task: Binary Classification. Given a drug SMILES string, predict its activity (active/inactive) in a high-throughput screening assay against a specified biological target.. Dataset: In vitro SARS-CoV-2 activity screen of 1,480 approved drugs from Prestwick library (1) The compound is Nc1ccccc1S(N)(=O)=O. The result is 0 (inactive). (2) The compound is CC(C)NCC(O)COc1cccc2[nH]c3ccccc3c12. The result is 0 (inactive). (3) The compound is CC(C)N=C(N)/N=C(\N)Nc1ccc(Cl)cc1.Cl. The result is 0 (inactive). (4) The result is 0 (inactive). The compound is Nc1c(CC(=O)O)cccc1C(=O)c1ccc(Br)cc1. (5) The result is 0 (inactive). The compound is Cc1ccc(NC(=O)c2ccc(CN3CCN(C)CC3)cc2)cc1Nc1nccc(-c2cccnc2)n1.